Binary Classification. Given a miRNA mature sequence and a target amino acid sequence, predict their likelihood of interaction. From a dataset of Experimentally validated miRNA-target interactions with 360,000+ pairs, plus equal number of negative samples. (1) The miRNA is dme-miR-79-3p with sequence UAAAGCUAGAUUACCAAAGCAU. The protein sequence of the target gene is MSQTRKKTSSEGETKPQTSTVNKFLRGSNAESRKEDNDLKTSDSQPSDWIQKTATSETAKPLSSEMEWRSSMEKNEHFLQKLGKKAVNKCLDLNNCGLTTADMKEMVALLPFLPDLEELDISWNGFVGGTLLSITQQMHLVSKLKILRLGSCRLTTDDVQALGEAFEMIPELEELNLSWNSKVGGNLPLILQKFQKGSKIQMIELVDCSLTSEDGTFLGQLLPMLQSLEVLDLSINRDIVGSLNSIAQGLKSTSNLKVLKLHSCGLSQKSVKILDAAFRYLGELRKLDLSCNKDLGGGFE.... Result: 0 (no interaction). (2) The miRNA is ebv-miR-BART2-5p with sequence UAUUUUCUGCAUUCGCCCUUGC. The protein sequence of the target gene is MASGSGPGAAASANLNAVRETMDVLLEISRILNTGLDMETLSICVRLCEQGINPEALSSVIKELRKGTEALKAAENTS. Result: 0 (no interaction). (3) The miRNA is hsa-miR-561-5p with sequence AUCAAGGAUCUUAAACUUUGCC. The protein sequence of the target gene is MWTALVLIWIFSLSLSESHAASNDPRNFVPNKMWKGLVKRNASVETVDNKTSEDVTMAAASPVTLTKGTSAAHLNSMEVTTEDTSRTDVSEPATSGGAADGVTSIAPTAVASSTTAASITTAASSMTVASSAPTTAASSTTVASIAPTTAASSMTAASSTPMTLALPAPTSTSTGRTPSTTATGHPSLSTALAQVPKSSALPRTATLATLATRAQTVATTANTSSPMSTRPSPSKHMPSDTAASPVPPMRPQAQGPISQVSVDQPVVNTTNKSTPMPSNTTPEPAPTPTVVTTTKAQARE.... Result: 0 (no interaction). (4) The miRNA is hsa-miR-4435 with sequence AUGGCCAGAGCUCACACAGAGG. The protein sequence of the target gene is MRLLVLLWGCLLLPGYEALEGPEEISGFEGDTVSLQCTYREELRDHRKYWCRKGGILFSRCSGTIYAEEEGQETMKGRVSIRDSRQELSLIVTLWNLTLQDAGEYWCGVEKRGPDESLLISLFVFPGPCCPPSPSPTFQPLATTRLQPKAKAQQTQPPGLTSPGLYPAATTAKQGKTGAEAPPLPGTSQYGHERTSQYTGTSPHPATSPPAGSSRPPMQLDSTSAEDTSPALSSGSSKPRVSIPMVRILAPVLVLLSLLSAAGLIAFCSHLLLWRKEAQQATETQRNEKFCLSRLTAEEK.... Result: 1 (interaction). (5) The miRNA is hsa-miR-149-5p with sequence UCUGGCUCCGUGUCUUCACUCCC. The protein sequence of the target gene is MAEVGEDSGARALLALRSAPCSPVLCAAAAAAAFPAAAPPPAPAQPQPPPGPPPPPPPPLPPGAIAGAGSSGGSSGVSGDSAVAGAAPALVAAAAASVRQSPGPALARLEGREFEFLMRQPSVTIGRNSSQGSVDLSMGLSSFISRRHLQLSFQEPHFYLRCLGKNGVFVDGAFQRRGAPALQLPKQCTFRFPSTAIKIQFTSLYHKEEAPASPLRPLYPQISPLKIHIPEPDLRSMVSPVPSPTGTISVPNSCPASPRGAGSSSYRFVQNVTSDLQLAAEFAAKAASEQQADTSGGDSP.... Result: 1 (interaction).